The task is: Regression. Given two drug SMILES strings and cell line genomic features, predict the synergy score measuring deviation from expected non-interaction effect.. This data is from NCI-60 drug combinations with 297,098 pairs across 59 cell lines. (1) Drug 1: CCCS(=O)(=O)NC1=C(C(=C(C=C1)F)C(=O)C2=CNC3=C2C=C(C=N3)C4=CC=C(C=C4)Cl)F. Drug 2: CN(C)C1=NC(=NC(=N1)N(C)C)N(C)C. Cell line: HOP-92. Synergy scores: CSS=-0.108, Synergy_ZIP=2.76, Synergy_Bliss=7.05, Synergy_Loewe=4.40, Synergy_HSA=4.76. (2) Drug 1: C1CN1C2=NC(=NC(=N2)N3CC3)N4CC4. Drug 2: CC(C)CN1C=NC2=C1C3=CC=CC=C3N=C2N. Cell line: 786-0. Synergy scores: CSS=34.2, Synergy_ZIP=-0.159, Synergy_Bliss=0.431, Synergy_Loewe=0.0673, Synergy_HSA=0.658. (3) Drug 2: CN(C(=O)NC(C=O)C(C(C(CO)O)O)O)N=O. Cell line: NCI/ADR-RES. Drug 1: CCC1(CC2CC(C3=C(CCN(C2)C1)C4=CC=CC=C4N3)(C5=C(C=C6C(=C5)C78CCN9C7C(C=CC9)(C(C(C8N6C=O)(C(=O)OC)O)OC(=O)C)CC)OC)C(=O)OC)O.OS(=O)(=O)O. Synergy scores: CSS=-1.13, Synergy_ZIP=-0.197, Synergy_Bliss=-1.91, Synergy_Loewe=-0.777, Synergy_HSA=-3.59. (4) Drug 1: C1=C(C(=O)NC(=O)N1)N(CCCl)CCCl. Drug 2: CS(=O)(=O)OCCCCOS(=O)(=O)C. Cell line: MDA-MB-435. Synergy scores: CSS=-10.7, Synergy_ZIP=4.27, Synergy_Bliss=0.0356, Synergy_Loewe=-13.9, Synergy_HSA=-10.5. (5) Drug 1: C1CN(CCN1C(=O)CCBr)C(=O)CCBr. Drug 2: C(CCl)NC(=O)N(CCCl)N=O. Cell line: MALME-3M. Synergy scores: CSS=16.1, Synergy_ZIP=-9.26, Synergy_Bliss=-5.54, Synergy_Loewe=-10.9, Synergy_HSA=-5.28. (6) Drug 1: CN(C)C1=NC(=NC(=N1)N(C)C)N(C)C. Drug 2: CC1=C(N=C(N=C1N)C(CC(=O)N)NCC(C(=O)N)N)C(=O)NC(C(C2=CN=CN2)OC3C(C(C(C(O3)CO)O)O)OC4C(C(C(C(O4)CO)O)OC(=O)N)O)C(=O)NC(C)C(C(C)C(=O)NC(C(C)O)C(=O)NCCC5=NC(=CS5)C6=NC(=CS6)C(=O)NCCC[S+](C)C)O. Cell line: NCI/ADR-RES. Synergy scores: CSS=4.44, Synergy_ZIP=-1.60, Synergy_Bliss=1.75, Synergy_Loewe=-13.8, Synergy_HSA=-3.95.